This data is from Catalyst prediction with 721,799 reactions and 888 catalyst types from USPTO. The task is: Predict which catalyst facilitates the given reaction. Reactant: [Cl:1]N1C(=O)CCC1=O.[CH:9]1([C:12]2[CH:17]=[C:16]([C:18]([O:20][CH3:21])=[O:19])[C:15]([OH:22])=[CH:14][C:13]=2[C:23]2[CH:28]=[CH:27][C:26]([F:29])=[CH:25][C:24]=2[F:30])[CH2:11][CH2:10]1.O. Product: [Cl:1][C:14]1[C:15]([OH:22])=[C:16]([C:18]([O:20][CH3:21])=[O:19])[CH:17]=[C:12]([CH:9]2[CH2:11][CH2:10]2)[C:13]=1[C:23]1[CH:28]=[CH:27][C:26]([F:29])=[CH:25][C:24]=1[F:30]. The catalyst class is: 3.